Dataset: Peptide-MHC class I binding affinity with 185,985 pairs from IEDB/IMGT. Task: Regression. Given a peptide amino acid sequence and an MHC pseudo amino acid sequence, predict their binding affinity value. This is MHC class I binding data. (1) The peptide sequence is REWGWRIPF. The MHC is HLA-B08:01 with pseudo-sequence HLA-B08:01. The binding affinity (normalized) is 0.0847. (2) The peptide sequence is REFVFKNKDG. The MHC is HLA-B40:02 with pseudo-sequence HLA-B40:02. The binding affinity (normalized) is 0.136. (3) The peptide sequence is LERTSKASLER. The MHC is HLA-A02:06 with pseudo-sequence HLA-A02:06. The binding affinity (normalized) is 0. (4) The peptide sequence is REVFYFGKF. The MHC is HLA-B15:09 with pseudo-sequence HLA-B15:09. The binding affinity (normalized) is 0.0847. (5) The peptide sequence is SLLERGQQLGV. The MHC is HLA-C06:02 with pseudo-sequence HLA-C06:02. The binding affinity (normalized) is 0.0847. (6) The peptide sequence is MLNCVGDHQA. The MHC is HLA-B27:05 with pseudo-sequence HLA-B27:05. The binding affinity (normalized) is 0.